Dataset: Forward reaction prediction with 1.9M reactions from USPTO patents (1976-2016). Task: Predict the product of the given reaction. (1) Given the reactants Br[C:2]1[CH:7]=[C:6]([Cl:8])[C:5]([C:9]([C:11]2[C:19]3[C:14](=[CH:15][N:16]=[CH:17][CH:18]=3)[NH:13][CH:12]=2)=[O:10])=[C:4]([Cl:20])[CH:3]=1.[CH3:21][N:22](C)C=O, predict the reaction product. The product is: [Cl:20][C:4]1[CH:3]=[C:2]([CH:7]=[C:6]([Cl:8])[C:5]=1[C:9]([C:11]1[C:19]2[C:14](=[CH:15][N:16]=[CH:17][CH:18]=2)[NH:13][CH:12]=1)=[O:10])[C:21]#[N:22]. (2) Given the reactants [C:1]([NH:4][C:5]1[CH:22]=[CH:21][C:8]2[O:9][C:10]3[CH:16]=[C:15]([NH:17][C:18](=[O:20])[CH3:19])[CH:14]=[CH:13][C:11]=3[O:12][C:7]=2[CH:6]=1)(=[O:3])[CH3:2].I[C:24]1[CH:25]=[N:26][CH:27]=[CH:28][CH:29]=1.C(=O)([O-])[O-].[K+].[K+].[N:36]1[C:45]2[C:40](=CC=CC=2)[CH:39]=[CH:38][CH:37]=1, predict the reaction product. The product is: [N:26]1[CH:27]=[CH:28][CH:29]=[C:24]([CH2:19][C:18]([NH:17][C:15]2[CH:14]=[CH:13][C:11]3[O:12][C:7]4[CH:6]=[C:5]([NH:4][C:1](=[O:3])[CH2:2][C:38]5[CH:37]=[N:36][CH:45]=[CH:40][CH:39]=5)[CH:22]=[CH:21][C:8]=4[O:9][C:10]=3[CH:16]=2)=[O:20])[CH:25]=1.